Dataset: Full USPTO retrosynthesis dataset with 1.9M reactions from patents (1976-2016). Task: Predict the reactants needed to synthesize the given product. (1) Given the product [N:1]1[CH:6]=[CH:5][CH:4]=[CH:3][C:2]=1[C:7]([NH:9][C:10]12[CH2:19][CH:14]3[CH2:15][CH:16]([CH2:18][C:12]([NH:20][C:21]([C:23]4[CH:28]=[CH:27][CH:26]=[C:25]([NH:35][CH2:34][CH2:33][CH2:32][O:31][CH3:30])[N:24]=4)=[O:22])([CH2:13]3)[CH2:11]1)[CH2:17]2)=[O:8], predict the reactants needed to synthesize it. The reactants are: [N:1]1[CH:6]=[CH:5][CH:4]=[CH:3][C:2]=1[C:7]([NH:9][C:10]12[CH2:19][CH:14]3[CH2:15][CH:16]([CH2:18][C:12]([NH:20][C:21]([C:23]4[CH:28]=[CH:27][CH:26]=[C:25](Cl)[N:24]=4)=[O:22])([CH2:13]3)[CH2:11]1)[CH2:17]2)=[O:8].[CH3:30][O:31][CH2:32][CH2:33][CH2:34][NH2:35].C(=O)([O-])[O-].[Cs+].[Cs+]. (2) Given the product [F:27][C:21]1[CH:22]=[C:23]([F:26])[CH:24]=[CH:25][C:20]=1[C@@:12]([OH:19])([CH2:13][N:14]1[CH:18]=[N:17][CH:16]=[N:15]1)[C@H:11]([N:7]1[C:8]2[C:4](=[CH:3][C:2]([NH:1][CH:30]3[CH2:35][CH2:34][N:33]([C:36]([O:38][C:39]([CH3:42])([CH3:41])[CH3:40])=[O:37])[CH2:32][CH2:31]3)=[CH:10][CH:9]=2)[CH:5]=[N:6]1)[CH3:28], predict the reactants needed to synthesize it. The reactants are: [NH2:1][C:2]1[CH:3]=[C:4]2[C:8](=[CH:9][CH:10]=1)[N:7]([C@H:11]([CH3:28])[C@:12]([C:20]1[CH:25]=[CH:24][C:23]([F:26])=[CH:22][C:21]=1[F:27])([OH:19])[CH2:13][N:14]1[CH:18]=[N:17][CH:16]=[N:15]1)[N:6]=[CH:5]2.O=[C:30]1[CH2:35][CH2:34][N:33]([C:36]([O:38][C:39]([CH3:42])([CH3:41])[CH3:40])=[O:37])[CH2:32][CH2:31]1.C([BH3-])#N.[Na+]. (3) Given the product [Cl:23][C:20]1[C:21]([NH:30][C:29]2[CH:31]=[CH:32][C:26]([Cl:25])=[CH:27][C:28]=2[CH3:33])=[C:16]([C:14]([N:11]2[CH2:10][CH2:9][CH:8]([C:5]3[CH:4]=[CH:3][C:2]([F:1])=[CH:7][CH:6]=3)[CH2:13][CH2:12]2)=[O:15])[CH:17]=[N:18][C:19]=1[Cl:24], predict the reactants needed to synthesize it. The reactants are: [F:1][C:2]1[CH:7]=[CH:6][C:5]([CH:8]2[CH2:13][CH2:12][N:11]([C:14]([C:16]3[CH:17]=[N:18][C:19]([Cl:24])=[C:20]([Cl:23])[C:21]=3Cl)=[O:15])[CH2:10][CH2:9]2)=[CH:4][CH:3]=1.[Cl:25][C:26]1[CH:32]=[CH:31][C:29]([NH2:30])=[C:28]([CH3:33])[CH:27]=1. (4) Given the product [O:3]=[C:4]1[N:10]([CH:11]2[CH2:16][CH2:15][N:14]([C:17]([O:19][C@@H:20]([C:30]([OH:32])=[O:31])[CH2:21][C:22]3[CH:27]=[CH:26][C:25]([CH3:28])=[C:24]([Br:29])[CH:23]=3)=[O:18])[CH2:13][CH2:12]2)[CH2:9][CH2:8][C:7]2[CH:34]=[CH:35][CH:36]=[CH:37][C:6]=2[NH:5]1, predict the reactants needed to synthesize it. The reactants are: [Li+].[OH-].[O:3]=[C:4]1[N:10]([CH:11]2[CH2:16][CH2:15][N:14]([C:17]([O:19][C@@H:20]([C:30]([O:32]C)=[O:31])[CH2:21][C:22]3[CH:27]=[CH:26][C:25]([CH3:28])=[C:24]([Br:29])[CH:23]=3)=[O:18])[CH2:13][CH2:12]2)[CH2:9][CH2:8][C:7]2[CH:34]=[CH:35][CH:36]=[CH:37][C:6]=2[NH:5]1. (5) Given the product [CH3:25][O:26][C:27]1[CH:32]=[CH:31][CH:30]=[CH:29][C:28]=1[C:2]1[N:7]=[CH:6][N:5]=[C:4]([NH:8][C:9]2[CH:10]=[C:11]([CH:22]=[CH:23][CH:24]=2)[CH2:12][S:13](=[N:16][C:17](=[O:21])[O:18][CH2:19][CH3:20])([CH3:15])=[O:14])[N:3]=1, predict the reactants needed to synthesize it. The reactants are: Cl[C:2]1[N:7]=[CH:6][N:5]=[C:4]([NH:8][C:9]2[CH:10]=[C:11]([CH:22]=[CH:23][CH:24]=2)[CH2:12][S:13](=[N:16][C:17](=[O:21])[O:18][CH2:19][CH3:20])([CH3:15])=[O:14])[N:3]=1.[CH3:25][O:26][C:27]1[CH:32]=[CH:31][CH:30]=[CH:29][C:28]=1B(O)O.